This data is from Catalyst prediction with 721,799 reactions and 888 catalyst types from USPTO. The task is: Predict which catalyst facilitates the given reaction. (1) Reactant: Cl.[NH2:2][C@H:3]([C:8]1[CH:13]=[CH:12][CH:11]=[CH:10][CH:9]=1)[C@@H:4]([OH:7])[CH2:5][OH:6].ClCCl.[C:17](O[C:17]([O:19][C:20]([CH3:23])([CH3:22])[CH3:21])=[O:18])([O:19][C:20]([CH3:23])([CH3:22])[CH3:21])=[O:18]. Product: [C:20]([O:19][C:17](=[O:18])[NH:2][C@H:3]([C:8]1[CH:13]=[CH:12][CH:11]=[CH:10][CH:9]=1)[C@@H:4]([OH:7])[CH2:5][OH:6])([CH3:23])([CH3:22])[CH3:21]. The catalyst class is: 66. (2) Reactant: C(N(C(C)C)C(C)C)C.[Br:10][C:11]1[CH:16]=[CH:15][C:14]([C@@H:17]([C@@H:21]2[CH2:25][CH2:24][C:23]([CH3:27])([CH3:26])[N:22]2[C:28]([O:30][C:31]([CH3:34])([CH3:33])[CH3:32])=[O:29])[C:18](O)=[O:19])=[CH:13][C:12]=1[F:35].Cl.Cl.[CH3:38][C@H:39]1[C:47]2[C:46]([N:48]3[CH2:53][CH2:52][NH:51][CH2:50][CH2:49]3)=[N:45][CH:44]=[N:43][C:42]=2[C@@H:41]([OH:54])[CH2:40]1.CN(C(ON1N=NC2C=CC=NC1=2)=[N+](C)C)C.F[P-](F)(F)(F)(F)F. Product: [Br:10][C:11]1[CH:16]=[CH:15][C:14]([C@@H:17]([C@H:21]2[N:22]([C:28]([O:30][C:31]([CH3:34])([CH3:32])[CH3:33])=[O:29])[C:23]([CH3:26])([CH3:27])[CH2:24][CH2:25]2)[C:18]([N:51]2[CH2:52][CH2:53][N:48]([C:46]3[C:47]4[C@H:39]([CH3:38])[CH2:40][C@@H:41]([OH:54])[C:42]=4[N:43]=[CH:44][N:45]=3)[CH2:49][CH2:50]2)=[O:19])=[CH:13][C:12]=1[F:35]. The catalyst class is: 2. (3) Reactant: [CH3:1][O:2][C:3]1[CH:13]=[CH:12][C:6]2[C:7]([CH:10]=[O:11])=[CH:8][O:9][C:5]=2[CH:4]=1.[OH:14][CH2:15][CH2:16]O.O. Product: [O:11]1[CH2:16][CH2:15][O:14][CH:10]1[C:7]1[C:6]2[CH:12]=[CH:13][C:3]([O:2][CH3:1])=[CH:4][C:5]=2[O:9][CH:8]=1. The catalyst class is: 48. (4) Reactant: Cl.[CH3:2][O:3][C:4]1[CH:5]=[C:6]([NH:12][C:13]2[C:14]3[N:15]([CH:28]=[CH:29][N:30]=3)[CH:16]=[C:17]([C:19]3[CH:20]=[C:21]([CH:25]=[CH:26][CH:27]=3)C(O)=O)[N:18]=2)[CH:7]=[CH:8][C:9]=1[O:10][CH3:11].[NH2:31][C:32]1[CH:41]=[CH:40][C:35]([C:36]([O:38][CH3:39])=[O:37])=[CH:34][C:33]=1[CH3:42].F[P-](F)(F)(F)(F)F.N1(O[P+](N(C)C)(N(C)C)N(C)C)C2C=CC=CC=2N=N1.CN1CC[O:74][CH2:73]C1.F[P-](F)(F)(F)(F)F.N1(O[P+](N2CCCC2)(N2CCCC2)N2CCCC2)C2C=CC=CC=2N=N1. Product: [CH3:2][O:3][C:4]1[CH:5]=[C:6]([NH:12][C:13]2[C:14]3[N:15]([CH:28]=[CH:29][N:30]=3)[CH:16]=[C:17]([C:19]3[CH:20]=[C:21]([CH:25]=[CH:26][CH:27]=3)[C:73]([NH:31][C:32]3[CH:41]=[CH:40][C:35]([C:36]([O:38][CH3:39])=[O:37])=[CH:34][C:33]=3[CH3:42])=[O:74])[N:18]=2)[CH:7]=[CH:8][C:9]=1[O:10][CH3:11]. The catalyst class is: 39. (5) Reactant: [CH:1]1[CH:2]=[CH:3][C:4]2[C:11](=[O:12])[CH:10]=[CH:9][C:7](=[O:8])[C:5]=2[CH:6]=1. Product: [C:7]1(=[O:8])[C:5]2[C:4](=[CH:3][CH:2]=[CH:1][CH:6]=2)[C:11](=[O:12])[CH2:10][CH2:9]1. The catalyst class is: 2. (6) Reactant: [C:1]([O:5][C:6]([N:8]1[CH2:21][CH2:20][C:19]2[C:18]3[CH:17]=[CH:16][CH:15]=[CH:14][C:13]=3[N:12]([CH2:22][CH2:23][C:24]([OH:26])=O)[C:11]=2[CH2:10][CH2:9]1)=[O:7])([CH3:4])([CH3:3])[CH3:2].[CH3:27][O:28][C:29]1[CH:34]=[CH:33][C:32]([NH2:35])=[CH:31][CH:30]=1.CN(C1C=CC=CN=1)C.C(N=C=NC(C)C)(C)C. Product: [CH3:27][O:28][C:29]1[CH:34]=[CH:33][C:32]([NH:35][C:24](=[O:26])[CH2:23][CH2:22][N:12]2[C:13]3[CH:14]=[CH:15][CH:16]=[CH:17][C:18]=3[C:19]3[CH2:20][CH2:21][N:8]([C:6]([O:5][C:1]([CH3:4])([CH3:3])[CH3:2])=[O:7])[CH2:9][CH2:10][C:11]2=3)=[CH:31][CH:30]=1. The catalyst class is: 49. (7) Reactant: Br[C:2]1[CH:7]=[CH:6][C:5]([N:8]2[C:12](=[O:13])[C@@H:11]3[C@H:14]([OH:17])[CH2:15][CH2:16][N:10]3[C:9]2=[O:18])=[C:4]([CH3:19])[C:3]=1[Cl:20].[Cu](C#N)[C:22]#[N:23]. Product: [Cl:20][C:3]1[C:4]([CH3:19])=[C:5]([N:8]2[C:12](=[O:13])[C@@H:11]3[C@H:14]([OH:17])[CH2:15][CH2:16][N:10]3[C:9]2=[O:18])[CH:6]=[CH:7][C:2]=1[C:22]#[N:23]. The catalyst class is: 18.